This data is from CYP3A4 inhibition data for predicting drug metabolism from PubChem BioAssay. The task is: Regression/Classification. Given a drug SMILES string, predict its absorption, distribution, metabolism, or excretion properties. Task type varies by dataset: regression for continuous measurements (e.g., permeability, clearance, half-life) or binary classification for categorical outcomes (e.g., BBB penetration, CYP inhibition). Dataset: cyp3a4_veith. (1) The compound is NS(=O)(=O)c1cc(C(=O)O)c(Cl)c([N+](=O)[O-])c1Cl. The result is 0 (non-inhibitor). (2) The drug is O=[N+]([O-])c1ccc([C@@H](Nc2ccccc2)c2ccc3cccnc3c2O)cc1. The result is 0 (non-inhibitor). (3) The molecule is CCn1c(CC(=O)Nc2ccc(C)cc2)nnc1SCC(=O)NCCc1ccccc1. The result is 1 (inhibitor). (4) The compound is COc1cccc(N(C(=O)Cn2nnc(-c3ccc(C)cc3)n2)C(C(=O)NC(C)(C)C)c2c[nH]c3ccccc23)c1. The result is 1 (inhibitor). (5) The compound is Cc1cc(C)c2c(c1)C1C=CCC1C(c1ccc(S(=O)(=O)N3CCOCC3)cc1)N2. The result is 1 (inhibitor). (6) The drug is CC[C@@H](c1ccccc1)n1c(=O)n2n(c1=O)[C@H]1[C@H](O)[C@H]3O[C@@H]3/C(=N/OCC(C)C)[C@@H]1CC2. The result is 0 (non-inhibitor). (7) The drug is COc1ccc(-c2[nH]c(-c3ccc(C(=O)O)cc3)nc2-c2ccccc2)cc1. The result is 0 (non-inhibitor).